From a dataset of Catalyst prediction with 721,799 reactions and 888 catalyst types from USPTO. Predict which catalyst facilitates the given reaction. Reactant: [CH:1]([C:3]1[C:4]([O:14][CH2:15][C:16]2[CH:37]=[CH:36][C:19]([O:20][CH2:21][C:22]3[N:23]=[C:24]([C:28]4[CH:29]=[C:30]([CH:33]=[CH:34][CH:35]=4)[C:31]#[N:32])[O:25][C:26]=3[CH3:27])=[C:18]([O:38][CH3:39])[CH:17]=2)=[N:5][N:6]([C:8]2[CH:13]=[CH:12][CH:11]=[CH:10][CH:9]=2)[CH:7]=1)=O.[CH2:40](P(=O)(OCC)OCC)[P:41](=[O:48])([O:45][CH2:46][CH3:47])[O:42][CH2:43][CH3:44].CN(C)C=O.[H-].[Na+]. Product: [C:31]([C:30]1[CH:29]=[C:28]([C:24]2[O:25][C:26]([CH3:27])=[C:22]([CH2:21][O:20][C:19]3[CH:36]=[CH:37][C:16]([CH2:15][O:14][C:4]4[C:3](/[CH:1]=[CH:40]/[P:41](=[O:48])([O:45][CH2:46][CH3:47])[O:42][CH2:43][CH3:44])=[CH:7][N:6]([C:8]5[CH:13]=[CH:12][CH:11]=[CH:10][CH:9]=5)[N:5]=4)=[CH:17][C:18]=3[O:38][CH3:39])[N:23]=2)[CH:35]=[CH:34][CH:33]=1)#[N:32]. The catalyst class is: 6.